Task: Predict the product of the given reaction.. Dataset: Forward reaction prediction with 1.9M reactions from USPTO patents (1976-2016) (1) Given the reactants [CH2:1]([O:3][C:4](=[O:22])[C:5]([C:13](=[O:21])[C:14]1[CH:19]=[CH:18][CH:17]=[C:16]([CH3:20])[CH:15]=1)=[CH:6][C:7]1[CH:12]=[CH:11][CH:10]=[CH:9][CH:8]=1)[CH3:2].CS(O)(=O)=O.C(=O)(O)[O-].[Na+], predict the reaction product. The product is: [CH2:1]([O:3][C:4]([C:5]1[C:13](=[O:21])[C:14]2[C:19](=[CH:18][CH:17]=[C:16]([CH3:20])[CH:15]=2)[C:6]=1[C:7]1[CH:12]=[CH:11][CH:10]=[CH:9][CH:8]=1)=[O:22])[CH3:2]. (2) The product is: [CH:1]1([C:4]2[NH:8][C:7]3[CH:9]=[C:10]([C:20]4[C:21]([CH3:26])=[N:22][O:23][C:24]=4[CH3:25])[CH:11]=[C:12]([CH:13]([CH2:17][CH2:18][CH3:19])[CH2:14][CH2:15][CH3:16])[C:6]=3[N:5]=2)[CH2:2][CH2:3]1. Given the reactants [CH:1]1([C:4]2[NH:8][C:7]3[CH:9]=[C:10]([C:20]4[C:21]([CH3:26])=[N:22][O:23][C:24]=4[CH3:25])[CH:11]=[C:12]([C:13]([CH2:17][CH2:18][CH3:19])=[CH:14][CH2:15][CH3:16])[C:6]=3[N:5]=2)[CH2:3][CH2:2]1, predict the reaction product. (3) Given the reactants Cl[C:2]1[CH:7]=[C:6]([Cl:8])[N:5]=[CH:4][N:3]=1.[CH3:9][O:10][C:11]1[CH:18]=[CH:17][C:14]([CH2:15][NH2:16])=[CH:13][CH:12]=1.C(N(CC)C(C)C)(C)C, predict the reaction product. The product is: [Cl:8][C:6]1[N:5]=[CH:4][N:3]=[C:2]([NH:16][CH2:15][C:14]2[CH:17]=[CH:18][C:11]([O:10][CH3:9])=[CH:12][CH:13]=2)[CH:7]=1. (4) Given the reactants [Cl:1][C:2]1[CH:3]=[N:4][C:5]2[N:6]([N:8]=[C:9]([C:11]([OH:13])=O)[CH:10]=2)[CH:7]=1.[F:14][C:15]1[CH:24]=[CH:23][CH:22]=[C:21]2[C:16]=1[CH2:17][CH2:18][NH:19][CH:20]2[CH3:25], predict the reaction product. The product is: [Cl:1][C:2]1[CH:3]=[N:4][C:5]2[N:6]([N:8]=[C:9]([C:11]([N:19]3[CH2:18][CH2:17][C:16]4[C:21](=[CH:22][CH:23]=[CH:24][C:15]=4[F:14])[CH:20]3[CH3:25])=[O:13])[CH:10]=2)[CH:7]=1. (5) Given the reactants C[O:2][C:3](=[O:16])[C:4]1[CH:9]=[C:8]([C:10]([F:13])([F:12])[F:11])[CH:7]=[C:6]([C:14]#[N:15])[CH:5]=1.O.O.[OH-].[Li+], predict the reaction product. The product is: [C:14]([C:6]1[CH:5]=[C:4]([CH:9]=[C:8]([C:10]([F:11])([F:12])[F:13])[CH:7]=1)[C:3]([OH:16])=[O:2])#[N:15]. (6) The product is: [C:4]1(/[CH:3]=[CH:2]/[C:1]([NH:12][C:13]2[CH:18]=[CH:17][C:16]([O:19][C:1](=[O:10])/[CH:2]=[CH:3]/[C:4]3[CH:9]=[CH:8][CH:7]=[CH:6][CH:5]=3)=[CH:15][CH:14]=2)=[O:10])[CH:9]=[CH:8][CH:7]=[CH:6][CH:5]=1. Given the reactants [C:1](Cl)(=[O:10])[CH:2]=[CH:3][C:4]1[CH:9]=[CH:8][CH:7]=[CH:6][CH:5]=1.[NH2:12][C:13]1[CH:18]=[CH:17][C:16]([OH:19])=[CH:15][CH:14]=1.ClCCl, predict the reaction product. (7) The product is: [CH3:13][C:9]1[C:10]([CH3:12])=[CH:11][C:5]2[N+:4]([O-:14])=[N:3][C:2]([NH:15][CH2:16][CH2:17][NH:18][C:19](=[O:25])[O:20][C:21]([CH3:23])([CH3:22])[CH3:24])=[N:7][C:6]=2[CH:8]=1. Given the reactants Cl[C:2]1[N:3]=[N+:4]([O-:14])[C:5]2[CH:11]=[C:10]([CH3:12])[C:9]([CH3:13])=[CH:8][C:6]=2[N:7]=1.[NH2:15][CH2:16][CH2:17][NH:18][C:19](=[O:25])[O:20][C:21]([CH3:24])([CH3:23])[CH3:22], predict the reaction product. (8) Given the reactants [Cl:1][C:2]1[CH:3]=[CH:4][C:5](COC2C=CC(F)=CC=2F)=[C:6]([CH:21]=1)[C:7]([NH:9][C@H:10]([C:12]1[CH:20]=[CH:19][C:15]([C:16]([OH:18])=[O:17])=[CH:14][CH:13]=1)[CH3:11])=[O:8].[F:32][C:33]1[CH:38]=[CH:37][CH:36]=[C:35]([F:39])[C:34]=1[CH2:40][CH2:41][OH:42].[C:43]1(P(C2C=CC=CC=2)C2C=CC=CC=2)C=CC=CC=1.N(C(OC(C)(C)C)=O)=NC(OC(C)(C)C)=O, predict the reaction product. The product is: [Cl:1][C:2]1[CH:3]=[CH:4][C:5]([O:42][CH2:41][CH2:40][C:34]2[C:33]([F:32])=[CH:38][CH:37]=[CH:36][C:35]=2[F:39])=[C:6]([CH:21]=1)[C:7]([NH:9][C@H:10]([C:12]1[CH:13]=[CH:14][C:15]([C:16]([O:18][CH3:43])=[O:17])=[CH:19][CH:20]=1)[CH3:11])=[O:8]. (9) Given the reactants [Br:1][C:2]1[CH:3]=[CH:4][C:5](=[O:8])[NH:6][CH:7]=1.[F:9][C:10]1[CH:11]=[C:12]([CH:15]=[CH:16][CH:17]=1)[CH2:13]Br, predict the reaction product. The product is: [F:9][C:10]1[CH:11]=[C:12]([CH:15]=[CH:16][CH:17]=1)[CH2:13][N:6]1[CH:7]=[C:2]([Br:1])[CH:3]=[CH:4][C:5]1=[O:8].